This data is from Reaction yield outcomes from USPTO patents with 853,638 reactions. The task is: Predict the reaction yield, written as a fraction of the theoretical maximum amount of product (1.0 means a 100% yield; for example, 0.34 means a 34% yield). (1) The reactants are [Cl:1][C:2]1[CH:3]=[C:4]([CH2:9][C:10]#[N:11])[CH:5]=[CH:6][C:7]=1[F:8].B.C1COCC1.CO. The catalyst is C1COCC1. The product is [Cl:1][C:2]1[CH:3]=[C:4]([CH2:9][CH2:10][NH2:11])[CH:5]=[CH:6][C:7]=1[F:8]. The yield is 0.558. (2) The reactants are [CH:1]1([N:6]2[CH2:11][CH2:10][N:9]([C:12]([C:14]3[CH:15]=[C:16]4[C:20](=[CH:21][CH:22]=3)[NH:19][C:18]([C:23]([N:25]3[CH2:30][CH2:29][S:28](=[O:32])(=[O:31])[CH2:27][CH2:26]3)=[O:24])=[CH:17]4)=[O:13])[CH2:8][CH2:7]2)[CH2:5][CH2:4][CH2:3][CH2:2]1.[H-].[Na+].CS(O[CH2:40][C:41]([F:44])([F:43])[F:42])(=O)=O. The product is [CH:1]1([N:6]2[CH2:7][CH2:8][N:9]([C:12]([C:14]3[CH:15]=[C:16]4[C:20](=[CH:21][CH:22]=3)[N:19]([CH2:40][C:41]([F:44])([F:43])[F:42])[C:18]([C:23]([N:25]3[CH2:30][CH2:29][S:28](=[O:31])(=[O:32])[CH2:27][CH2:26]3)=[O:24])=[CH:17]4)=[O:13])[CH2:10][CH2:11]2)[CH2:2][CH2:3][CH2:4][CH2:5]1. The catalyst is CN(C)C=O. The yield is 0.600. (3) The reactants are [C:1]([N:4]1[C:13]2[C:8](=[CH:9][C:10]([C:14]#[N:15])=[CH:11][CH:12]=2)[C@H:7]([NH:16][C:17]2[N:26]=[CH:25][CH:24]=[CH:23][C:18]=2[C:19]([O:21]C)=[O:20])[C@@H:6]([CH3:27])[C@@H:5]1[CH:28]1[CH2:30][CH2:29]1)(=[O:3])[CH3:2].[Li+].[OH-]. The catalyst is O1CCCC1.O.Cl. The product is [C:1]([N:4]1[C:13]2[C:8](=[CH:9][C:10]([C:14]#[N:15])=[CH:11][CH:12]=2)[C@H:7]([NH:16][C:17]2[N:26]=[CH:25][CH:24]=[CH:23][C:18]=2[C:19]([OH:21])=[O:20])[C@@H:6]([CH3:27])[C@@H:5]1[CH:28]1[CH2:29][CH2:30]1)(=[O:3])[CH3:2]. The yield is 0.940. (4) The reactants are [C:1]1([C:10]2[CH:15]=[CH:14][CH:13]=[CH:12][CH:11]=2)[C:2]([C:7]([OH:9])=O)=[CH:3][CH:4]=[CH:5][CH:6]=1.C(N(C(C)C)CC)(C)C.F[P-](F)(F)(F)(F)F.N1(OC(N(C)C)=[N+](C)C)C2N=CC=CC=2N=N1.[C:49]([NH:57][NH2:58])(=O)[C:50]1[CH:55]=[CH:54][CH:53]=[CH:52][CH:51]=1.CC1C=CC(S(Cl)(=O)=O)=CC=1.[OH-].[NH4+]. The catalyst is C1COCC1.O.ClCCl. The product is [C:1]1([C:10]2[CH:15]=[CH:14][CH:13]=[CH:12][CH:11]=2)[CH:6]=[CH:5][CH:4]=[CH:3][C:2]=1[C:7]1[O:9][C:49]([C:50]2[CH:55]=[CH:54][CH:53]=[CH:52][CH:51]=2)=[N:57][N:58]=1. The yield is 0.910. (5) The reactants are C([SiH](CC)CC)C.[C:8]([OH:14])([C:10]([F:13])([F:12])[F:11])=[O:9].[C:15]([C:17]1[CH:18]=[C:19]2[C:23](=[CH:24][CH:25]=1)[N:22](C1CCCCO1)[N:21]=[C:20]2[C:32]1[N:37]=[C:36]([O:38][C@H:39]2[CH2:46][N:45](C(OC(C)(C)C)=O)[CH2:44][CH2:43][C:40]32[CH2:42][CH2:41]3)[CH:35]=[N:34][CH:33]=1)#[N:16]. The catalyst is C(Cl)Cl. The product is [F:11][C:10]([F:13])([F:12])[C:8]([OH:14])=[O:9].[CH2:42]1[C:40]2([CH2:43][CH2:44][NH:45][CH2:46][C@@H:39]2[O:38][C:36]2[N:37]=[C:32]([C:20]3[C:19]4[C:23](=[CH:24][CH:25]=[C:17]([C:15]#[N:16])[CH:18]=4)[NH:22][N:21]=3)[CH:33]=[N:34][CH:35]=2)[CH2:41]1. The yield is 0.730.